Dataset: Forward reaction prediction with 1.9M reactions from USPTO patents (1976-2016). Task: Predict the product of the given reaction. (1) Given the reactants Cl.[CH3:2][C:3]1[C:7]2[N:8]=[C:9]([C:18]3[CH:19]=[N:20][C:21]([NH2:24])=[N:22][CH:23]=3)[N:10]=[C:11]([N:12]3[CH2:17][CH2:16][O:15][CH2:14][CH2:13]3)[C:6]=2[S:5][C:4]=1[CH2:25][N:26]1[CH2:31][CH2:30][NH:29][CH2:28][CH2:27]1.C([NH:39][C@@H:40]([C:42](O)=[O:43])[CH3:41])(OC(C)(C)C)=O.C(O)(C(F)(F)F)=O, predict the reaction product. The product is: [NH2:39][C@H:40]([CH3:41])[C:42]([N:29]1[CH2:30][CH2:31][N:26]([CH2:25][C:4]2[S:5][C:6]3[C:11]([N:12]4[CH2:13][CH2:14][O:15][CH2:16][CH2:17]4)=[N:10][C:9]([C:18]4[CH:19]=[N:20][C:21]([NH2:24])=[N:22][CH:23]=4)=[N:8][C:7]=3[C:3]=2[CH3:2])[CH2:27][CH2:28]1)=[O:43]. (2) Given the reactants [F:1][C:2]1[CH:7]=[CH:6][C:5]([SH:8])=[CH:4][CH:3]=1.C(=O)([O-])[O-].[K+].[K+].[CH2:15]([O:17][CH:18]([O:21][CH2:22][CH3:23])[CH2:19]Br)[CH3:16], predict the reaction product. The product is: [CH2:15]([O:17][CH:18]([O:21][CH2:22][CH3:23])[CH2:19][S:8][C:5]1[CH:6]=[CH:7][C:2]([F:1])=[CH:3][CH:4]=1)[CH3:16]. (3) Given the reactants Cl[C:2]1[N:7]=[C:6]2[N:8]([CH3:19])[S:9](=[O:18])(=[O:17])[N:10]([CH2:11][CH:12]3[CH2:14][C:13]3([F:16])[F:15])[C:5]2=[CH:4][CH:3]=1.[CH2:20]([O:22][C:23]([C:25]1[C:26]([F:34])=[C:27](B(O)O)[CH:28]=[CH:29][CH:30]=1)=[O:24])[CH3:21].P([O-])([O-])([O-])=O.[K+].[K+].[K+].COC1C=CC=C(OC)C=1C1C=CC=CC=1P(C1CCCCC1)C1CCCCC1, predict the reaction product. The product is: [F:15][C:13]1([F:16])[CH2:14][CH:12]1[CH2:11][N:10]1[C:5]2[C:6](=[N:7][C:2]([C:27]3[C:26]([F:34])=[C:25]([CH:30]=[CH:29][CH:28]=3)[C:23]([O:22][CH2:20][CH3:21])=[O:24])=[CH:3][CH:4]=2)[N:8]([CH3:19])[S:9]1(=[O:18])=[O:17]. (4) The product is: [NH2:1][C@H:4]1[C@@H:9]([CH3:10])[CH2:8][C@@H:7]([C:11]2[CH:16]=[CH:15][N:14]=[CH:13][C:12]=2[NH:17][C:18](=[O:34])[C:19]2[CH:24]=[CH:23][C:22]([F:25])=[C:21]([C:26]3[C:27]([F:33])=[CH:28][CH:29]=[CH:30][C:31]=3[F:32])[N:20]=2)[CH2:6][C@H:5]1[NH:35][C:36](=[O:42])[O:37][C:38]([CH3:41])([CH3:40])[CH3:39]. Given the reactants [N:1]([C@H:4]1[C@@H:9]([CH3:10])[CH2:8][C@@H:7]([C:11]2[CH:16]=[CH:15][N:14]=[CH:13][C:12]=2[NH:17][C:18](=[O:34])[C:19]2[CH:24]=[CH:23][C:22]([F:25])=[C:21]([C:26]3[C:31]([F:32])=[CH:30][CH:29]=[CH:28][C:27]=3[F:33])[N:20]=2)[CH2:6][C@H:5]1[NH:35][C:36](=[O:42])[O:37][C:38]([CH3:41])([CH3:40])[CH3:39])=[N+]=[N-], predict the reaction product. (5) Given the reactants [CH:1]1[C:7]([NH2:8])=[N:6][C:4](=[O:5])[N:3]([C@@H:9]2[O:13][C@H:12]([CH2:14][OH:15])[C@@H:11]([OH:16])[C:10]2([F:18])[F:17])[CH:2]=1.Cl.[CH2:20]([O:32][C:33]([C:35]1[CH:43]=[CH:42][CH:41]=[CH:40][C:36]=1[C:37](O)=[O:38])=[O:34])[CH2:21][CH2:22][CH2:23][CH2:24][CH2:25][CH2:26][CH2:27][CH2:28][CH2:29][CH2:30][CH3:31].F[P-](F)(F)(F)(F)F.N1(O[P+](N2CCCC2)(N2CCCC2)N2CCCC2)C2C=CC=CC=2N=N1.O, predict the reaction product. The product is: [CH2:20]([O:32][C:33](=[O:34])[C:35]1[CH:43]=[CH:42][CH:41]=[CH:40][C:36]=1[C:37](=[O:38])[NH:8][C:7]1[CH:1]=[CH:2][N:3]([C@H:9]2[C:10]([F:17])([F:18])[C@H:11]([OH:16])[C@@H:12]([CH2:14][OH:15])[O:13]2)[C:4](=[O:5])[N:6]=1)[CH2:21][CH2:22][CH2:23][CH2:24][CH2:25][CH2:26][CH2:27][CH2:28][CH2:29][CH2:30][CH3:31]. (6) Given the reactants [CH2:1]([O:5][CH2:6][CH2:7][O:8][C:9]1[CH:14]=[CH:13][C:12]([C:15]2[CH:20]=[CH:19][C:18]([N:21]3[CH2:26][CH2:25][CH:24]([CH3:27])[CH2:23][CH2:22]3)=[C:17](/[CH:28]=[C:29](\[CH3:35])/[C:30]([O:32]CC)=[O:31])[CH:16]=2)=[CH:11][CH:10]=1)[CH2:2][CH2:3][CH3:4].[OH-].[Na+].Cl, predict the reaction product. The product is: [CH2:1]([O:5][CH2:6][CH2:7][O:8][C:9]1[CH:10]=[CH:11][C:12]([C:15]2[CH:20]=[CH:19][C:18]([N:21]3[CH2:26][CH2:25][CH:24]([CH3:27])[CH2:23][CH2:22]3)=[C:17](/[CH:28]=[C:29](\[CH3:35])/[C:30]([OH:32])=[O:31])[CH:16]=2)=[CH:13][CH:14]=1)[CH2:2][CH2:3][CH3:4]. (7) Given the reactants [CH2:1]([C:5]1[N:6]=[C:7]([CH3:27])[NH:8][C:9](=[O:26])[C:10]=1[CH2:11][C:12]1[CH:17]=[CH:16][C:15]([C:18]2[C:19]([C:24]#[N:25])=[CH:20][CH:21]=[CH:22][CH:23]=2)=[CH:14][CH:13]=1)[CH2:2][CH2:3][CH3:4].C(=O)([O-])[O-].[K+].[K+].[CH2:34]([N:41]1[CH2:46][CH2:45][O:44][CH:43]([CH2:47]Cl)[CH2:42]1)[C:35]1[CH:40]=[CH:39][CH:38]=[CH:37][CH:36]=1.CN(C)C=O, predict the reaction product. The product is: [CH2:34]([N:41]1[CH2:46][CH2:45][O:44][CH:43]([CH2:47][N:8]2[C:9](=[O:26])[C:10]([CH2:11][C:12]3[CH:17]=[CH:16][C:15]([C:18]4[C:19]([C:24]#[N:25])=[CH:20][CH:21]=[CH:22][CH:23]=4)=[CH:14][CH:13]=3)=[C:5]([CH2:1][CH2:2][CH2:3][CH3:4])[N:6]=[C:7]2[CH3:27])[CH2:42]1)[C:35]1[CH:36]=[CH:37][CH:38]=[CH:39][CH:40]=1.